From a dataset of Catalyst prediction with 721,799 reactions and 888 catalyst types from USPTO. Predict which catalyst facilitates the given reaction. Reactant: [Cl:1][C:2]1[CH:33]=[CH:32][CH:31]=[C:30]([Cl:34])[C:3]=1[CH2:4][O:5][CH:6]([CH2:11][C:12]1[CH:13]=[C:14]2[C:19](=[CH:20][CH:21]=1)[N:18]=[C:17]([C:22]1[C:27]([Cl:28])=[CH:26][CH:25]=[CH:24][C:23]=1[Cl:29])[CH:16]=[CH:15]2)[C:7]([O:9]C)=[O:8].[OH-].[Na+].OS([O-])(=O)=O.[K+]. Product: [Cl:1][C:2]1[CH:33]=[CH:32][CH:31]=[C:30]([Cl:34])[C:3]=1[CH2:4][O:5][CH:6]([CH2:11][C:12]1[CH:13]=[C:14]2[C:19](=[CH:20][CH:21]=1)[N:18]=[C:17]([C:22]1[C:27]([Cl:28])=[CH:26][CH:25]=[CH:24][C:23]=1[Cl:29])[CH:16]=[CH:15]2)[C:7]([OH:9])=[O:8]. The catalyst class is: 47.